Dataset: Forward reaction prediction with 1.9M reactions from USPTO patents (1976-2016). Task: Predict the product of the given reaction. (1) Given the reactants NC1C=CNN=1.O/[CH:8]=[C:9]1\[C:10](=[O:18])[NH:11][C:12]2[C:17]\1=[CH:16][CH:15]=[CH:14][CH:13]=2.[Br:19][C:20]1[C:21]([NH2:31])=[N:22][NH:23][C:24]=1[C:25]1[CH:30]=[CH:29][CH:28]=[CH:27][CH:26]=1, predict the reaction product. The product is: [Br:19][C:20]1[C:21]([NH:31][CH:8]=[C:9]2[C:17]3[C:12](=[CH:13][CH:14]=[CH:15][CH:16]=3)[NH:11][C:10]2=[O:18])=[N:22][NH:23][C:24]=1[C:25]1[CH:30]=[CH:29][CH:28]=[CH:27][CH:26]=1. (2) The product is: [CH2:24]([O:26][C:27]([C:29]1[NH:30][C:31]2[C:36]([CH:37]=1)=[CH:35][C:34]([C:39](=[O:44])[CH2:40][CH:41]([CH3:43])[CH3:42])=[CH:33][CH:32]=2)=[O:28])[CH3:25]. Given the reactants CC(C)CC(C1C=C2C(=CC=1)NC(C(O)=O)=C2)=O.CN(C=O)C.[CH2:24]([O:26][C:27]([C:29]1[NH:30][C:31]2[C:36]([C:37]=1Br)=[CH:35][C:34]([C:39](=[O:44])[CH2:40][CH:41]([CH3:43])[CH3:42])=[CH:33][CH:32]=2)=[O:28])[CH3:25].C([O-])=O.[NH4+], predict the reaction product. (3) Given the reactants CCCCCC.C([Li])CCC.Br[C:13]1[CH:14]=[C:15]([F:19])[CH:16]=[CH:17][CH:18]=1.[C:20]1([C:26]2[C:31]([C:32]3[CH:37]=[CH:36][CH:35]=[CH:34][CH:33]=3)=[N:30][CH:29]=[CH:28][N:27]=2)[CH:25]=[CH:24][CH:23]=[CH:22][CH:21]=1, predict the reaction product. The product is: [F:19][C:15]1[CH:14]=[C:13]([C:29]2[N:30]=[C:31]([C:32]3[CH:33]=[CH:34][CH:35]=[CH:36][CH:37]=3)[C:26]([C:20]3[CH:25]=[CH:24][CH:23]=[CH:22][CH:21]=3)=[N:27][CH:28]=2)[CH:18]=[CH:17][CH:16]=1. (4) The product is: [CH3:1][C:2]1[N:25]([CH3:26])[C:5]2[CH:6]=[C:7]([C:22]([N:35]3[CH2:36][CH2:41][CH2:40][CH2:39]3)=[O:24])[C:8]3[CH2:9][CH2:10][C:11]4([NH:20][C:21]=3[C:4]=2[N:3]=1)[CH2:19][C:18]1[C:13](=[CH:14][CH:15]=[CH:16][CH:17]=1)[CH2:12]4. Given the reactants [CH3:1][C:2]1[N:25]([CH3:26])[C:5]2[CH:6]=[C:7]([C:22]([OH:24])=O)[C:8]3[CH2:9][CH2:10][C:11]4([NH:20][C:21]=3[C:4]=2[N:3]=1)[CH2:19][C:18]1[C:13](=[CH:14][CH:15]=[CH:16][CH:17]=1)[CH2:12]4.CN(C(O[N:35]1N=NC2C=[CH:39][CH:40]=[CH:41][C:36]1=2)=[N+](C)C)C.[B-](F)(F)(F)F.N1CCCC1, predict the reaction product. (5) Given the reactants [C:1]([N:5]1[C:9]([C:10]2[CH:15]=[CH:14][C:13]([F:16])=[CH:12][CH:11]=2)=[C:8]([C:17]2[S:18][CH:19]=[C:20]([CH2:22][C:23](O)=[O:24])[N:21]=2)[CH:7]=[N:6]1)([CH3:4])([CH3:3])[CH3:2].[Cl-].[CH3:27][NH2+:28][CH3:29], predict the reaction product. The product is: [C:1]([N:5]1[C:9]([C:10]2[CH:11]=[CH:12][C:13]([F:16])=[CH:14][CH:15]=2)=[C:8]([C:17]2[S:18][CH:19]=[C:20]([CH2:22][C:23]([N:28]([CH3:29])[CH3:27])=[O:24])[N:21]=2)[CH:7]=[N:6]1)([CH3:4])([CH3:3])[CH3:2]. (6) Given the reactants [Cl:1][C:2]1[CH:10]=[CH:9][C:8]2[N:7]([CH2:11][C:12]([C:15]3[CH:20]=[CH:19][CH:18]=[CH:17][CH:16]=3)(O)[CH3:13])[C:6]3[CH2:21][CH2:22][N:23]([CH3:25])[CH2:24][C:5]=3[C:4]=2[CH:3]=1.S(=O)(=O)(O)O.[OH-].[K+], predict the reaction product. The product is: [Cl:1][C:2]1[CH:10]=[CH:9][C:8]2[N:7](/[CH:11]=[C:12](/[C:15]3[CH:20]=[CH:19][CH:18]=[CH:17][CH:16]=3)\[CH3:13])[C:6]3[CH2:21][CH2:22][N:23]([CH3:25])[CH2:24][C:5]=3[C:4]=2[CH:3]=1. (7) The product is: [Cl:3][CH2:6][C:7]1[CH:16]=[CH:15][C:14]2[C:9](=[CH:10][C:11]([O:21][CH3:22])=[C:12]([O:19][CH3:20])[C:13]=2[O:17][CH3:18])[N:8]=1. Given the reactants S(Cl)([Cl:3])=O.O[CH2:6][C:7]1[CH:16]=[CH:15][C:14]2[C:9](=[CH:10][C:11]([O:21][CH3:22])=[C:12]([O:19][CH3:20])[C:13]=2[O:17][CH3:18])[N:8]=1, predict the reaction product.